Dataset: Catalyst prediction with 721,799 reactions and 888 catalyst types from USPTO. Task: Predict which catalyst facilitates the given reaction. (1) Reactant: [NH2:1][CH2:2][CH2:3][O:4][C:5]1[CH:10]=[CH:9][C:8]([C@@H:11]([NH:16][S:17]([C:20]2[CH:25]=[CH:24][C:23]([O:26][CH2:27][C:28]#[C:29][CH3:30])=[CH:22][CH:21]=2)(=[O:19])=[O:18])[C:12]([O:14][CH3:15])=[O:13])=[CH:7][CH:6]=1.[C:31](OC(=O)C)(=[O:33])[CH3:32]. Product: [C:31]([NH:1][CH2:2][CH2:3][O:4][C:5]1[CH:10]=[CH:9][C:8]([C@@H:11]([NH:16][S:17]([C:20]2[CH:21]=[CH:22][C:23]([O:26][CH2:27][C:28]#[C:29][CH3:30])=[CH:24][CH:25]=2)(=[O:19])=[O:18])[C:12]([O:14][CH3:15])=[O:13])=[CH:7][CH:6]=1)(=[O:33])[CH3:32]. The catalyst class is: 17. (2) Reactant: [C:1]([O-:14])(=O)[CH2:2][CH2:3][CH2:4][CH2:5][CH2:6]CCCCCC.[CH2:15]([Sn+2]CCCC)CCC.[C:24]([O-:37])(=[O:36])[CH2:25]CCCCCCCCCC.C([C:42]1[C:47]([OH:48])=[C:46](C(C)(C)C)[CH:45]=[C:44]([CH3:53])[CH:43]=1)(C)(C)C.[C:54]([O:59][CH2:60][CH2:61][N:62]=[C:63]=[O:64])(=[O:58])[C:55]([CH3:57])=[CH2:56]. Product: [CH3:15][O:37][C:24](=[O:36])[CH:25]=[CH:53][C:44]1[CH:43]=[CH:42][C:47]([O:48][CH2:6][CH2:5][CH2:4][CH2:3][CH2:2][CH2:1][O:14][C:63]([NH:62][CH2:61][CH2:60][O:59][C:54](=[O:58])[C:55]([CH3:57])=[CH2:56])=[O:64])=[CH:46][CH:45]=1. The catalyst class is: 10. (3) Reactant: [Br:1][C:2]1[CH:14]=[CH:13][C:12]2[C:11]3[C:6](=[CH:7][C:8](Br)=[CH:9][CH:10]=3)[C:5]([CH2:22][CH2:23][CH2:24][CH2:25][CH2:26][CH3:27])([CH2:16][CH2:17][CH2:18][CH2:19][CH2:20][CH3:21])[C:4]=2[CH:3]=1.C([Sn](CCCC)(CCCC)[C:33]1[S:34][CH:35]=[CH:36][CH:37]=1)CCC.C1(C)C=CC=CC=1. Product: [Br:1][C:2]1[CH:3]=[C:4]2[C:12]([C:11]3[CH:10]=[CH:9][C:8]([C:33]4[S:34][CH:35]=[CH:36][CH:37]=4)=[CH:7][C:6]=3[C:5]2([CH2:22][CH2:23][CH2:24][CH2:25][CH2:26][CH3:27])[CH2:16][CH2:17][CH2:18][CH2:19][CH2:20][CH3:21])=[CH:13][CH:14]=1. The catalyst class is: 461. (4) Reactant: [CH3:1][O:2][C:3](=[O:27])[C:4]1[CH:9]=[C:8]([O:10][CH3:11])[CH:7]=[CH:6][C:5]=1[NH:12][C:13]1[N:17]([C:18]2[CH:23]=[CH:22][CH:21]=[CH:20][C:19]=2[CH3:24])[N:16]=[C:15]([CH3:25])[C:14]=1Br.[F:28][C:29]1[CH:30]=[C:31]2[C:36](=[CH:37][C:38]=1B1OC(C)(C)C(C)(C)O1)[N:35]=[CH:34][CH:33]=[N:32]2.C(=O)([O-])[O-].[Na+].[Na+].O. Product: [CH3:1][O:2][C:3](=[O:27])[C:4]1[CH:9]=[C:8]([O:10][CH3:11])[CH:7]=[CH:6][C:5]=1[NH:12][C:13]1[N:17]([C:18]2[CH:23]=[CH:22][CH:21]=[CH:20][C:19]=2[CH3:24])[N:16]=[C:15]([CH3:25])[C:14]=1[C:38]1[CH:37]=[C:36]2[C:31](=[CH:30][C:29]=1[F:28])[N:32]=[CH:33][CH:34]=[N:35]2. The catalyst class is: 427. (5) Reactant: [Br:1][C:2]1[CH:7]=[CH:6][C:5]([C:8](=[NH:10])[O-:9])=[CH:4][CH:3]=1.[CH2:11](N(CC)CC)[CH3:12].[C:18]1([C:28](Cl)=[O:29])[C:27]2[C:22](=[CH:23][CH:24]=[CH:25][CH:26]=2)[CH:21]=[CH:20][CH:19]=1. Product: [Br:1][C:2]1[CH:7]=[CH:6][C:5]([C:8](=[N:10][C:28]([C:18]2[C:27]3[C:22](=[CH:23][CH:24]=[CH:25][CH:26]=3)[CH:21]=[CH:20][CH:19]=2)=[O:29])[O:9][CH2:11][CH3:12])=[CH:4][CH:3]=1. The catalyst class is: 11. (6) Reactant: [CH2:1]([O:3][C:4](=[O:19])[CH2:5][CH2:6][N:7]1[C:11]2[CH:12]=[C:13]([C:16]#[N:17])[CH:14]=[CH:15][C:10]=2[NH:9][C:8]1=[O:18])[CH3:2].Cl[CH2:21][C:22]1[C:31]2[C:26](=[CH:27][CH:28]=[CH:29][CH:30]=2)[CH:25]=[CH:24][CH:23]=1.C([O-])([O-])=O.[K+].[K+]. Product: [CH2:1]([O:3][C:4](=[O:19])[CH2:5][CH2:6][N:7]1[C:11]2[CH:12]=[C:13]([C:16]#[N:17])[CH:14]=[CH:15][C:10]=2[N:9]([CH2:21][C:22]2[C:31]3[C:26](=[CH:27][CH:28]=[CH:29][CH:30]=3)[CH:25]=[CH:24][CH:23]=2)[C:8]1=[O:18])[CH3:2]. The catalyst class is: 566. (7) Product: [O:1]1[CH:5]=[CH:4][C:3]([C:6]2[C:11]([O:12][CH2:14][C:15]([O:17][CH3:18])=[O:16])=[CH:10][CH:9]=[CH:8][N:7]=2)=[CH:2]1. Reactant: [O:1]1[CH:5]=[CH:4][C:3]([C:6]2[C:11]([OH:12])=[CH:10][CH:9]=[CH:8][N:7]=2)=[CH:2]1.Br[CH2:14][C:15]([O:17][CH3:18])=[O:16].C(=O)([O-])[O-].[Cs+].[Cs+]. The catalyst class is: 10.